This data is from Forward reaction prediction with 1.9M reactions from USPTO patents (1976-2016). The task is: Predict the product of the given reaction. (1) Given the reactants Cl.[CH3:2][O:3][C:4]([C:6]1[CH:11]=[CH:10][C:9]([CH:12]([C:14]2[CH:19]=[CH:18][N:17]=[CH:16][C:15]=2[OH:20])O)=[CH:8][CH:7]=1)=[O:5], predict the reaction product. The product is: [CH3:2][O:3][C:4]([C:6]1[CH:7]=[CH:8][C:9]([CH2:12][C:14]2[CH:19]=[CH:18][N:17]=[CH:16][C:15]=2[OH:20])=[CH:10][CH:11]=1)=[O:5]. (2) Given the reactants [CH3:1][C:2]1([CH3:19])[C:6]([CH3:8])([CH3:7])[O:5][B:4]([C:9]2[CH:10]=[C:11]3[C:15](=[CH:16][CH:17]=2)[NH:14][C:13](=[O:18])[CH2:12]3)[O:3]1.N1CCCCC1.[O:26]1[CH:30]=[CH:29][CH:28]=[C:27]1[CH:31]=O, predict the reaction product. The product is: [O:26]1[CH:30]=[CH:29][CH:28]=[C:27]1/[CH:31]=[C:12]1/[C:13](=[O:18])[NH:14][C:15]2[C:11]/1=[CH:10][C:9]([B:4]1[O:3][C:2]([CH3:19])([CH3:1])[C:6]([CH3:7])([CH3:8])[O:5]1)=[CH:17][CH:16]=2. (3) Given the reactants [Cl:1][C:2]1[CH:3]=[C:4]([C:8]#[C:9][C:10]2[NH:11][O:12][CH:13]3[NH:17][CH2:16][CH2:15][C:14]=23)[CH:5]=[CH:6][CH:7]=1.[CH3:18][N:19]1[C:23]([CH3:24])=[CH:22][C:21]([C:25](Cl)=[O:26])=[N:20]1, predict the reaction product. The product is: [Cl:1][C:2]1[CH:3]=[C:4]([C:8]#[C:9][C:10]2[CH:14]3[CH2:15][CH2:16][N:17]([C:25]([C:21]4[CH:22]=[C:23]([CH3:24])[N:19]([CH3:18])[N:20]=4)=[O:26])[CH:13]3[O:12][N:11]=2)[CH:5]=[CH:6][CH:7]=1. (4) Given the reactants [F:1][C:2]1[CH:7]=[CH:6][C:5]([C:8]2[C:21]([C:22]3[CH:27]=[CH:26][C:25](=[O:28])[N:24]([C:29]4[CH:34]=[CH:33][CH:32]=[CH:31][C:30]=4[CH3:35])[N:23]=3)=[C:11]3[NH:12][CH2:13][CH:14]([C:16]([O:18]CC)=[O:17])[CH2:15][N:10]3[N:9]=2)=[CH:4][CH:3]=1.[OH-].[Na+].CO.Cl, predict the reaction product. The product is: [F:1][C:2]1[CH:3]=[CH:4][C:5]([C:8]2[C:21]([C:22]3[CH:27]=[CH:26][C:25](=[O:28])[N:24]([C:29]4[CH:34]=[CH:33][CH:32]=[CH:31][C:30]=4[CH3:35])[N:23]=3)=[C:11]3[NH:12][CH2:13][CH:14]([C:16]([OH:18])=[O:17])[CH2:15][N:10]3[N:9]=2)=[CH:6][CH:7]=1. (5) The product is: [Cl:26][C:15]1[CH:16]=[C:17]([CH2:20][N:21]2[CH2:25][CH2:24][CH2:23][CH2:22]2)[CH:18]=[CH:19][C:14]=1[NH:13][C:11]1[C:5]2[C:6](=[O:10])[NH:7][N:8]=[CH:9][C:4]=2[CH:3]=[C:2]([N:27]2[CH2:32][CH2:31][CH:30]([OH:33])[CH2:29][CH2:28]2)[N:12]=1. Given the reactants Cl[C:2]1[N:12]=[C:11]([NH:13][C:14]2[CH:19]=[CH:18][C:17]([CH2:20][N:21]3[CH2:25][CH2:24][CH2:23][CH2:22]3)=[CH:16][C:15]=2[Cl:26])[C:5]2[C:6](=[O:10])[NH:7][N:8]=[CH:9][C:4]=2[CH:3]=1.[NH:27]1[CH2:32][CH2:31][CH:30]([OH:33])[CH2:29][CH2:28]1.C(N(C(C)C)C(C)C)C, predict the reaction product. (6) Given the reactants [O:1]1[C:8]2[CH:7]=[C:6]([C:9]([O:11]CC3C=CC=CC=3)=[O:10])[NH:5][C:4]=2[CH:3]=[CH:2]1.[C:19]([O:27][CH2:28]Cl)(=[O:26])[C:20]1[CH:25]=[CH:24][CH:23]=[CH:22][CH:21]=1, predict the reaction product. The product is: [C:19]([O:27][CH2:28][N:5]1[C:6]([C:9]([OH:11])=[O:10])=[CH:7][C:8]2[O:1][CH:2]=[CH:3][C:4]1=2)(=[O:26])[C:20]1[CH:25]=[CH:24][CH:23]=[CH:22][CH:21]=1. (7) Given the reactants [C:1](OC(=O)C)(=[O:3])[CH3:2].[NH2:8][C:9]1[CH:10]=[C:11]([CH:15]=[CH:16][C:17]=1[C:18]([O:20][CH3:21])=[O:19])[C:12]([OH:14])=[O:13], predict the reaction product. The product is: [NH:8]([C:9]1[CH:10]=[C:11]([CH:15]=[CH:16][C:17]=1[C:18]([O:20][CH3:21])=[O:19])[C:12]([OH:14])=[O:13])[C:1]([CH3:2])=[O:3]. (8) Given the reactants [CH3:1][O:2][C:3]1[CH:12]=[CH:11][C:6]2[C:7](=[O:10])[CH2:8][O:9][C:5]=2[C:4]=1[CH2:13][CH2:14][CH2:15][CH:16]1[CH2:21][CH2:20][N:19]([C:22]([O:24][C:25]([CH3:28])([CH3:27])[CH3:26])=[O:23])[CH2:18][CH2:17]1.[NH:29]1[C:37]2[C:32](=[CH:33][CH:34]=[CH:35][CH:36]=2)[C:31]([CH:38]=O)=[N:30]1, predict the reaction product. The product is: [NH:29]1[C:37]2[C:32](=[CH:33][CH:34]=[CH:35][CH:36]=2)[C:31](/[CH:38]=[C:8]2\[O:9][C:5]3[C:4]([CH2:13][CH2:14][CH2:15][CH:16]4[CH2:21][CH2:20][N:19]([C:22]([O:24][C:25]([CH3:28])([CH3:27])[CH3:26])=[O:23])[CH2:18][CH2:17]4)=[C:3]([O:2][CH3:1])[CH:12]=[CH:11][C:6]=3[C:7]\2=[O:10])=[N:30]1. (9) Given the reactants C([O:4][CH:5]1[C:9]([Cl:10])=[C:8]([CH3:11])[C:7](=[O:12])[N:6]1[C:13]1[CH:17]=[C:16]([C:18]([CH3:21])([CH3:20])[CH3:19])[N:15]([CH3:22])[N:14]=1)(=O)C.C(O)(=O)C.O, predict the reaction product. The product is: [C:18]([C:16]1[N:15]([CH3:22])[N:14]=[C:13]([N:6]2[C:7](=[O:12])[C:8]([CH3:11])=[C:9]([Cl:10])[CH:5]2[OH:4])[CH:17]=1)([CH3:21])([CH3:19])[CH3:20]. (10) The product is: [CH2:27]([S:29]([N:19]1[CH2:18][CH2:17][N:16]([C:12]2[C:11]([F:22])=[C:10]([CH2:9][OH:8])[CH:15]=[CH:14][CH:13]=2)[CH2:21][CH2:20]1)(=[O:31])=[O:30])[CH3:28]. Given the reactants [Si]([O:8][CH2:9][C:10]1[C:11]([F:22])=[C:12]([N:16]2[CH2:21][CH2:20][NH:19][CH2:18][CH2:17]2)[CH:13]=[CH:14][CH:15]=1)(C(C)(C)C)(C)C.ClCCCl.[CH2:27]([S:29](Cl)(=[O:31])=[O:30])[CH3:28].C(Cl)(Cl)Cl, predict the reaction product.